From a dataset of Reaction yield outcomes from USPTO patents with 853,638 reactions. Predict the reaction yield, written as a fraction of the theoretical maximum amount of product (1.0 means a 100% yield; for example, 0.34 means a 34% yield). (1) The reactants are [CH3:1][O:2][C:3]1[C:4]2[C:17]([C:18]3[CH:23]=[CH:22][CH:21]=[CH:20][CH:19]=3)=[C:16]([C:24]3[CH:29]=[CH:28][C:27]([C:30]4([NH:34]C(=O)OC(C)(C)C)[CH2:33][CH2:32][CH2:31]4)=[CH:26][CH:25]=3)[O:15][C:5]=2[N:6]=[C:7]([N:9]2[CH2:14][CH2:13][O:12][CH2:11][CH2:10]2)[N:8]=1.C(O)(C(F)(F)F)=O. The catalyst is C(Cl)Cl. The product is [CH3:1][O:2][C:3]1[C:4]2[C:17]([C:18]3[CH:23]=[CH:22][CH:21]=[CH:20][CH:19]=3)=[C:16]([C:24]3[CH:25]=[CH:26][C:27]([C:30]4([NH2:34])[CH2:33][CH2:32][CH2:31]4)=[CH:28][CH:29]=3)[O:15][C:5]=2[N:6]=[C:7]([N:9]2[CH2:10][CH2:11][O:12][CH2:13][CH2:14]2)[N:8]=1. The yield is 0.650. (2) The reactants are [C:1]([C@@H:4]1[CH2:9][C@@H:8]([O:10][C:11]2[CH:12]=[C:13]3[C:18](=[CH:19][C:20]=2[O:21][CH3:22])[N:17]=[CH:16][N:15]=[C:14]3[NH:23][C:24]2[CH:29]=[CH:28][C:27]([F:30])=[C:26]([Cl:31])[C:25]=2[F:32])[CH2:7][CH2:6][N:5]1C(OC(C)(C)C)=O)(=[O:3])[NH2:2].ClC1C(F)=C(NC2C3C(=CC(O)=C(OC4CN(C(OCCCC)=O)C4)C=3)N=CN=2)C=CC=1F. No catalyst specified. The product is [Cl:31][C:26]1[C:25]([F:32])=[C:24]([NH:23][C:14]2[C:13]3[C:18](=[CH:19][C:20]([O:21][CH3:22])=[C:11]([O:10][C@H:8]4[CH2:7][CH2:6][NH:5][C@H:4]([C:1]([NH2:2])=[O:3])[CH2:9]4)[CH:12]=3)[N:17]=[CH:16][N:15]=2)[CH:29]=[CH:28][C:27]=1[F:30]. The yield is 0.710. (3) The reactants are [Li][CH2:2]CCC.[Br:6][C:7]1[CH:15]=[CH:14][C:10]([C:11]([OH:13])=[O:12])=[C:9]([CH3:16])[CH:8]=1.CI.O. The catalyst is C1COCC1. The product is [Br:6][C:7]1[CH:15]=[CH:14][C:10]([C:11]([OH:13])=[O:12])=[C:9]([CH2:16][CH3:2])[CH:8]=1. The yield is 0.670. (4) The reactants are C1COCC1.[BH4-].[Na+].[C:8]([NH:27][C@H:28]([C@H:34]([OH:50])[CH2:35][CH2:36][CH2:37][CH2:38][CH2:39][CH2:40][CH2:41][CH2:42][CH2:43][CH2:44][CH2:45][CH2:46][CH2:47][CH2:48][CH3:49])[C:29](OCC)=[O:30])(=[O:26])[CH2:9][CH2:10][CH2:11][CH2:12][CH2:13][CH2:14][CH2:15][CH2:16][CH2:17][CH2:18][CH2:19][CH2:20][CH2:21][CH2:22][CH2:23][CH2:24][CH3:25].C(OCC)(=O)C. The catalyst is O. The product is [C:8]([NH:27][C@H:28]([C@H:34]([OH:50])[CH2:35][CH2:36][CH2:37][CH2:38][CH2:39][CH2:40][CH2:41][CH2:42][CH2:43][CH2:44][CH2:45][CH2:46][CH2:47][CH2:48][CH3:49])[CH2:29][OH:30])(=[O:26])[CH2:9][CH2:10][CH2:11][CH2:12][CH2:13][CH2:14][CH2:15][CH2:16][CH2:17][CH2:18][CH2:19][CH2:20][CH2:21][CH2:22][CH2:23][CH2:24][CH3:25]. The yield is 0.780. (5) The yield is 0.780. The catalyst is C1COCC1.CO.CCOC(C)=O.O. The product is [OH:21][CH:18]([C:7]1[CH:8]=[C:9]2[C:4](=[CH:5][C:6]=1[C:22]([F:24])([F:23])[F:25])[NH:3][C:2](=[O:1])[N:11]([NH:12][S:13]([CH3:16])(=[O:15])=[O:14])[C:10]2=[O:17])[CH2:19][CH3:20]. The reactants are [O:1]=[C:2]1[N:11]([NH:12][S:13]([CH3:16])(=[O:15])=[O:14])[C:10](=[O:17])[C:9]2[C:4](=[CH:5][C:6]([C:22]([F:25])([F:24])[F:23])=[C:7]([C:18](=[O:21])[CH2:19][CH3:20])[CH:8]=2)[NH:3]1.[BH4-].[Na+].Cl. (6) The reactants are [N+:1]([C:4]1[CH:16]=[CH:15][CH:14]=[CH:13][C:5]=1[C:6]([NH:8][CH2:9][C:10](=[O:12])[CH3:11])=O)([O-:3])=[O:2].P(Cl)(Cl)(Cl)=O. No catalyst specified. The product is [CH3:11][C:10]1[O:12][C:6]([C:5]2[CH:13]=[CH:14][CH:15]=[CH:16][C:4]=2[N+:1]([O-:3])=[O:2])=[N:8][CH:9]=1. The yield is 0.860. (7) The reactants are O[Li].O.C([O:7][CH:8]1[C:12]2[N:13]=[CH:14][N:15]=[C:16]([N:17]3[CH2:22][CH2:21][N:20]([C:23]([O:25][C:26]([CH3:29])([CH3:28])[CH3:27])=[O:24])[CH2:19][CH2:18]3)[C:11]=2[C@H:10]([CH3:30])[CH2:9]1)(=O)C.C1COCC1.[NH4+].[Cl-]. The catalyst is O. The product is [OH:7][CH:8]1[C:12]2[N:13]=[CH:14][N:15]=[C:16]([N:17]3[CH2:22][CH2:21][N:20]([C:23]([O:25][C:26]([CH3:29])([CH3:28])[CH3:27])=[O:24])[CH2:19][CH2:18]3)[C:11]=2[C@H:10]([CH3:30])[CH2:9]1. The yield is 0.564. (8) The reactants are [N+:1]([C:4]1[CH:9]=[CH:8][C:7](B(O)O)=[CH:6][CH:5]=1)([O-:3])=[O:2].[C:13]([O:17][C:18]([N:20]1[CH2:25][CH:24]=[C:23](C2C=CC(N)=CC=2)[CH2:22][CH2:21]1)=[O:19])([CH3:16])([CH3:15])[CH3:14]. The catalyst is CCOC(C)=O. The product is [C:13]([O:17][C:18]([N:20]1[CH2:21][CH:22]=[C:23]([C:7]2[CH:8]=[CH:9][C:4]([N+:1]([O-:3])=[O:2])=[CH:5][CH:6]=2)[CH2:24][CH2:25]1)=[O:19])([CH3:16])([CH3:14])[CH3:15]. The yield is 0.900. (9) The reactants are [F:1][C:2]1[CH:7]=[CH:6][C:5]([O:8][CH3:9])=[C:4](Br)[CH:3]=1.C([Li])CCC.[CH2:16]([O:20][CH2:21][C:22]1[CH:27]=[CH:26][CH:25]=[CH:24][CH:23]=1)[C@H:17]1[O:19][CH2:18]1. The catalyst is O1CCCC1.[Cu]Br.CSC.B(F)(F)F.CCOCC. The product is [CH2:21]([O:20][CH2:16][C@@H:17]([OH:19])[CH2:18][C:4]1[CH:3]=[C:2]([F:1])[CH:7]=[CH:6][C:5]=1[O:8][CH3:9])[C:22]1[CH:27]=[CH:26][CH:25]=[CH:24][CH:23]=1. The yield is 0.700. (10) The reactants are Cl.[Cl:2][C:3]1[CH:8]=[CH:7][C:6]([NH:9][NH2:10])=[CH:5][CH:4]=1.Br[CH2:12][CH2:13][CH:14]1[CH2:18][CH2:17][CH2:16][CH2:15]1. The catalyst is [Cl-].C([N+](CCCC)(CCCC)CCCC)CCC.[OH-].[Na+].O. The product is [Cl:2][C:3]1[CH:8]=[CH:7][C:6]([N:9]([CH2:12][CH2:13][CH:14]2[CH2:18][CH2:17][CH2:16][CH2:15]2)[NH2:10])=[CH:5][CH:4]=1. The yield is 0.550.